Dataset: Forward reaction prediction with 1.9M reactions from USPTO patents (1976-2016). Task: Predict the product of the given reaction. (1) The product is: [CH3:25][C:2]1[N:6]2[CH:7]=[CH:8][CH:9]=[CH:10][C:5]2=[N:4][C:3]=1[CH2:11][C@@H:12]1[CH2:17][CH2:16][CH2:15][CH2:14][N:13]1[C:18]([O:20][C:21]([CH3:24])([CH3:23])[CH3:22])=[O:19]. Given the reactants I[C:2]1[N:6]2[CH:7]=[CH:8][CH:9]=[CH:10][C:5]2=[N:4][C:3]=1[CH2:11][C@@H:12]1[CH2:17][CH2:16][CH2:15][CH2:14][N:13]1[C:18]([O:20][C:21]([CH3:24])([CH3:23])[CH3:22])=[O:19].[CH3:25]B(O)O.[OH-].[Na+], predict the reaction product. (2) Given the reactants [CH3:1][O:2][C:3]1[CH:8]=[C:7]([CH3:9])[C:6]([N:10]2[C:14]3[N:15]=[C:16]([CH3:20])[CH:17]=[C:18]([OH:19])[C:13]=3[C:12]([CH3:21])=[CH:11]2)=[C:5]([CH3:22])[CH:4]=1.C(N(CC)CC)C.[F:30][C:31]([F:44])([F:43])[S:32](O[S:32]([C:31]([F:44])([F:43])[F:30])(=[O:34])=[O:33])(=[O:34])=[O:33], predict the reaction product. The product is: [CH3:1][O:2][C:3]1[CH:8]=[C:7]([CH3:9])[C:6]([N:10]2[C:14]3=[N:15][C:16]([CH3:20])=[CH:17][C:18]([O:19][S:32]([C:31]([F:44])([F:43])[F:30])(=[O:34])=[O:33])=[C:13]3[C:12]([CH3:21])=[CH:11]2)=[C:5]([CH3:22])[CH:4]=1. (3) The product is: [CH3:18][C@@:8]1([C:4]2[CH:5]=[CH:6][CH:7]=[C:2]([C:23]3[CH:24]=[N:19][CH:20]=[N:21][CH:22]=3)[CH:3]=2)[CH2:13][N:12]2[CH:14]=[CH:15][N:16]=[C:11]2[C:10]([NH2:17])=[N:9]1. Given the reactants Br[C:2]1[CH:3]=[C:4]([C@:8]2([CH3:18])[CH2:13][N:12]3[CH:14]=[CH:15][N:16]=[C:11]3[C:10]([NH2:17])=[N:9]2)[CH:5]=[CH:6][CH:7]=1.[N:19]1[CH:24]=[C:23](B(O)O)[CH:22]=[N:21][CH:20]=1.C(=O)([O-])[O-].[K+].[K+], predict the reaction product.